This data is from Reaction yield outcomes from USPTO patents with 853,638 reactions. The task is: Predict the reaction yield, written as a fraction of the theoretical maximum amount of product (1.0 means a 100% yield; for example, 0.34 means a 34% yield). The reactants are [C:1]([C:4]1[C:22](=[O:23])[C@@:8]2([CH3:24])[C:9]3[C:15]([OH:16])=[CH:14][C:13]([O:17][CH3:18])=[C:12]([C:19]([NH2:21])=[O:20])[C:10]=3[O:11][C:7]2=[CH:6][C:5]=1[OH:25])(=[O:3])[CH3:2].[F:26][C:27]1[CH:34]=[C:33]([F:35])[CH:32]=[C:31]([F:36])[C:28]=1[CH:29]=O.C([SiH](CC)CC)C.FC(F)(F)C(O)=O. The catalyst is C(#N)C. The product is [C:1]([C:4]1[C:22](=[O:23])[C@@:8]2([CH3:24])[C:9]3[C:15]([OH:16])=[CH:14][C:13]([O:17][CH3:18])=[C:12]([C:19]([NH:21][CH2:29][C:28]4[C:27]([F:26])=[CH:34][C:33]([F:35])=[CH:32][C:31]=4[F:36])=[O:20])[C:10]=3[O:11][C:7]2=[CH:6][C:5]=1[OH:25])(=[O:3])[CH3:2]. The yield is 0.850.